From a dataset of Reaction yield outcomes from USPTO patents with 853,638 reactions. Predict the reaction yield, written as a fraction of the theoretical maximum amount of product (1.0 means a 100% yield; for example, 0.34 means a 34% yield). (1) The reactants are [C:1](=[O:23])([O:20][CH2:21][CH3:22])[O:2][C:3]1[CH:8]=[CH:7][C:6]([CH3:9])=[CH:5][C:4]=1[CH:10]1[CH:17]2[CH2:18][CH:13]3[CH2:14][CH:15]([CH2:19][CH:11]1[CH2:12]3)[CH2:16]2.[N+:24]([O-])([O-:26])=[O:25].[K+]. The product is [C:1](=[O:23])([O:20][CH2:21][CH3:22])[O:2][C:3]1[CH:8]=[C:7]([N+:24]([O-:26])=[O:25])[C:6]([CH3:9])=[CH:5][C:4]=1[CH:10]1[CH:11]2[CH2:19][CH:15]3[CH2:14][CH:13]([CH2:18][CH:17]1[CH2:16]3)[CH2:12]2. The catalyst is OS(O)(=O)=O. The yield is 0.250. (2) The reactants are [OH:1][C@H:2]([C:41]1[CH:46]=[CH:45][CH:44]=[CH:43][CH:42]=1)[CH2:3][NH:4][C:5]1[CH:10]=[CH:9][C:8]([CH2:11][CH2:12][NH:13][CH2:14][C@H:15]([O:33][Si](C(C)(C)C)(C)C)[C:16]2[CH:21]=[CH:20][C:19]([O:22][CH2:23][C:24]3[CH:29]=[CH:28][CH:27]=[CH:26][CH:25]=3)=[C:18]([NH:30][CH:31]=[O:32])[CH:17]=2)=[CH:7][CH:6]=1.F.F.F.C(N(CC)CC)C.[OH-].[Na+]. The catalyst is O1CCCC1.C(OC(C)C)(=O)C. The product is [OH:1][C@H:2]([C:41]1[CH:42]=[CH:43][CH:44]=[CH:45][CH:46]=1)[CH2:3][NH:4][C:5]1[CH:6]=[CH:7][C:8]([CH2:11][CH2:12][NH:13][CH2:14][C@H:15]([OH:33])[C:16]2[CH:21]=[CH:20][C:19]([O:22][CH2:23][C:24]3[CH:25]=[CH:26][CH:27]=[CH:28][CH:29]=3)=[C:18]([NH:30][CH:31]=[O:32])[CH:17]=2)=[CH:9][CH:10]=1. The yield is 0.990. (3) The catalyst is ClCCl.CN(C=O)C. The product is [Cl:1][C:2]1[C:3]2[CH:14]=[CH:13][C:12](=[O:15])[N:11]([C:16]3[C:21]([F:22])=[CH:20][CH:19]=[CH:18][C:17]=3[F:23])[C:4]=2[N:5]=[C:6]([NH:24][CH:25]([CH2:28][OH:29])[CH2:26][OH:27])[N:7]=1. The yield is 0.420. The reactants are [Cl:1][C:2]1[C:3]2[CH:14]=[CH:13][C:12](=[O:15])[N:11]([C:16]3[C:21]([F:22])=[CH:20][CH:19]=[CH:18][C:17]=3[F:23])[C:4]=2[N:5]=[C:6](S(C)=O)[N:7]=1.[NH2:24][CH:25]([CH2:28][OH:29])[CH2:26][OH:27]. (4) The reactants are Cl[C:2]1[N:7]=[C:6]([NH:8][C:9]2[CH:14]=[CH:13][C:12]([F:15])=[C:11]([Cl:16])[CH:10]=2)[CH:5]=[CH:4][N:3]=1.[F:17][C:18]1[CH:19]=[C:20]([CH:22]=[CH:23][C:24]=1[N:25]1[CH2:30][CH2:29][N:28]([CH3:31])[CH2:27][CH2:26]1)[NH2:21].CO.C(Cl)Cl. The catalyst is CC(O)C.C(O)(C(F)(F)F)=O. The product is [Cl:16][C:11]1[CH:10]=[C:9]([NH:8][C:6]2[CH:5]=[CH:4][N:3]=[C:2]([NH:21][C:20]3[CH:22]=[CH:23][C:24]([N:25]4[CH2:30][CH2:29][N:28]([CH3:31])[CH2:27][CH2:26]4)=[C:18]([F:17])[CH:19]=3)[N:7]=2)[CH:14]=[CH:13][C:12]=1[F:15]. The yield is 0.890.